This data is from Catalyst prediction with 721,799 reactions and 888 catalyst types from USPTO. The task is: Predict which catalyst facilitates the given reaction. (1) Reactant: [CH3:1][C:2]1[CH:3]=[C:4]2[C:8](=[CH:9][CH:10]=1)[NH:7][CH:6]=[C:5]2[CH:11]=O.[CH2:13]([O:15][C:16](=[O:37])[CH:17]=P(C1C=CC=CC=1)(C1C=CC=CC=1)C1C=CC=CC=1)[CH3:14]. Product: [CH2:13]([O:15][C:16](=[O:37])/[CH:17]=[CH:11]/[C:5]1[C:4]2[C:8](=[CH:9][CH:10]=[C:2]([CH3:1])[CH:3]=2)[NH:7][CH:6]=1)[CH3:14]. The catalyst class is: 48. (2) Reactant: [F:1][C:2]1[CH:7]=[CH:6][CH:5]=[CH:4][C:3]=1[CH:8]=[CH:9][C:10]([NH:12][CH:13]([C:15]1[CH:24]=[C:23]2[C:18]([CH2:19][CH2:20][CH2:21][NH:22]2)=[CH:17][CH:16]=1)[CH3:14])=[O:11].[BH4-].[Na+].[CH3:27]O. Product: [F:1][C:2]1[CH:7]=[CH:6][CH:5]=[CH:4][C:3]=1[CH:8]=[CH:9][C:10]([NH:12][CH:13]([C:15]1[CH:24]=[C:23]2[C:18]([CH2:19][CH2:20][CH2:21][N:22]2[CH3:27])=[CH:17][CH:16]=1)[CH3:14])=[O:11]. The catalyst class is: 106. (3) Reactant: [CH2:1]([O:3][C:4]([C:6]1[NH:7][C:8]2[C:13]([C:14]=1[CH2:15][CH2:16][CH2:17][NH:18][C:19]([O:21][C:22]([CH3:25])([CH3:24])[CH3:23])=[O:20])=[CH:12][C:11]([NH2:26])=[CH:10][CH:9]=2)=[O:5])[CH3:2].[C:27](O[C:27](=[O:34])[C:28]1[CH:33]=[CH:32][CH:31]=[CH:30][CH:29]=1)(=[O:34])[C:28]1[CH:33]=[CH:32][CH:31]=[CH:30][CH:29]=1. Product: [CH2:1]([O:3][C:4]([C:6]1[NH:7][C:8]2[C:13]([C:14]=1[CH2:15][CH2:16][CH2:17][NH:18][C:19]([O:21][C:22]([CH3:25])([CH3:24])[CH3:23])=[O:20])=[CH:12][C:11]([NH:26][C:27](=[O:34])[C:28]1[CH:33]=[CH:32][CH:31]=[CH:30][CH:29]=1)=[CH:10][CH:9]=2)=[O:5])[CH3:2]. The catalyst class is: 347. (4) Reactant: Cl.C[O:3][C:4](=[O:10])[C@H:5]([CH:7]([CH3:9])[CH3:8])[NH2:6].[CH3:11][O:12][C@@H:13]1[C@@H:17]([O:18][N+:19]([O-:21])=[O:20])[CH2:16][C@H:15]([C:22](O)=[O:23])[CH2:14]1.C(N(CC)CC)C.C1CN([P+](ON2N=NC3C=CC=CC2=3)(N2CCCC2)N2CCCC2)CC1.F[P-](F)(F)(F)(F)F. Product: [CH3:11][O:12][C@@H:13]1[C@@H:17]([O:18][N+:19]([O-:21])=[O:20])[CH2:16][C@H:15]([C:22]([NH:6][C@H:5]([C:4]([OH:3])=[O:10])[CH:7]([CH3:9])[CH3:8])=[O:23])[CH2:14]1. The catalyst class is: 4. (5) Reactant: [Cl:1][C:2]1[C:6]([Cl:7])=[C:5]([CH3:8])[NH:4][C:3]=1[C:9]([NH:11][CH:12]1[CH2:17][CH2:16][N:15]([C:18]2[S:19][C:20]([C:23]([O:25]C)=[O:24])=[CH:21][N:22]=2)[CH2:14][CH2:13]1)=[O:10].[OH-].[Li+].O.Cl. Product: [Cl:1][C:2]1[C:6]([Cl:7])=[C:5]([CH3:8])[NH:4][C:3]=1[C:9]([NH:11][CH:12]1[CH2:13][CH2:14][N:15]([C:18]2[S:19][C:20]([C:23]([OH:25])=[O:24])=[CH:21][N:22]=2)[CH2:16][CH2:17]1)=[O:10]. The catalyst class is: 1.